Dataset: Reaction yield outcomes from USPTO patents with 853,638 reactions. Task: Predict the reaction yield, written as a fraction of the theoretical maximum amount of product (1.0 means a 100% yield; for example, 0.34 means a 34% yield). (1) The reactants are Br[C:2]1[N:6]2[N:7]=[C:8]([C:11]3[CH:12]=[C:13]([NH:19][S:20]([C:23]4[CH:28]=[CH:27][C:26]([F:29])=[CH:25][C:24]=4[F:30])(=[O:22])=[O:21])[C:14]([O:17][CH3:18])=[N:15][CH:16]=3)[CH:9]=[CH:10][C:5]2=[N:4][CH:3]=1.CCN(C(C)C)C(C)C.[CH3:40][C:41]([OH:45])([C:43]#[CH:44])[CH3:42]. The catalyst is CN(C=O)C.Cl[Pd](Cl)([P](C1C=CC=CC=1)(C1C=CC=CC=1)C1C=CC=CC=1)[P](C1C=CC=CC=1)(C1C=CC=CC=1)C1C=CC=CC=1.[Cu]I. The product is [F:30][C:24]1[CH:25]=[C:26]([F:29])[CH:27]=[CH:28][C:23]=1[S:20]([NH:19][C:13]1[C:14]([O:17][CH3:18])=[N:15][CH:16]=[C:11]([C:8]2[CH:9]=[CH:10][C:5]3[N:6]([C:2]([C:44]#[C:43][C:41]([OH:45])([CH3:42])[CH3:40])=[CH:3][N:4]=3)[N:7]=2)[CH:12]=1)(=[O:21])=[O:22]. The yield is 0.350. (2) The reactants are [Cl:1][C:2]1[CH:38]=[CH:37][C:5]2[N:6](CC3C=CC(OC)=CC=3)[C:7](=[O:27])[CH:8]([CH2:19][C:20]3[CH:25]=[CH:24][CH:23]=[CH:22][C:21]=3[Cl:26])[N:9]=[C:10]([C:11]3[CH:16]=[CH:15][C:14]([O:17][CH3:18])=[CH:13][CH:12]=3)[C:4]=2[CH:3]=1.[Al+3].[Cl-].[Cl-].[Cl-].C(OCC)(=O)C. The catalyst is C1(OC)C=CC=CC=1. The product is [Cl:1][C:2]1[CH:38]=[CH:37][C:5]2[NH:6][C:7](=[O:27])[CH:8]([CH2:19][C:20]3[CH:25]=[CH:24][CH:23]=[CH:22][C:21]=3[Cl:26])[N:9]=[C:10]([C:11]3[CH:12]=[CH:13][C:14]([O:17][CH3:18])=[CH:15][CH:16]=3)[C:4]=2[CH:3]=1. The yield is 0.990. (3) The reactants are [Br:1][C:2]1[C:3]([O:12][CH2:13][CH:14]2[CH2:18][CH2:17][CH2:16][O:15]2)=[CH:4][C:5]2[S:9][C:8]([NH2:10])=[N:7][C:6]=2[CH:11]=1.[CH2:19]([N:21]=[C:22]=[O:23])[CH3:20]. The catalyst is O1CCOCC1. The product is [Br:1][C:2]1[C:3]([O:12][CH2:13][CH:14]2[CH2:18][CH2:17][CH2:16][O:15]2)=[CH:4][C:5]2[S:9][C:8]([NH:10][C:22]([NH:21][CH2:19][CH3:20])=[O:23])=[N:7][C:6]=2[CH:11]=1. The yield is 0.830. (4) The reactants are [N:1]([CH2:4][CH2:5][CH2:6][C:7]([C:10]1[O:16][C@H:15]2[N:12]([C:13](=[O:33])[C@@H:14]2[C@@H:17]([O:19]C(OCC2C=CC([N+]([O-])=O)=CC=2)=O)[CH3:18])[C:11]=1[C:34]([O:36]CC1C=CC([N+]([O-])=O)=CC=1)=[O:35])([CH3:9])[CH3:8])=[N+]=[N-].[H][H]. The catalyst is [Pd].C(OCC)(=O)C.O. The product is [NH2:1][CH2:4][CH2:5][CH2:6][C:7]([C:10]1[O:16][C@H:15]2[N:12]([C:13](=[O:33])[C@@H:14]2[C@@H:17]([OH:19])[CH3:18])[C:11]=1[C:34]([OH:36])=[O:35])([CH3:8])[CH3:9]. The yield is 0.750. (5) The reactants are [NH:1]1[C:5]2[CH:6]=[CH:7][C:8]([C:10]([OH:12])=O)=[CH:9][C:4]=2[N:3]=[CH:2]1.[CH3:13][O:14][C:15]([C:17]1[CH:30]=[CH:29][C:20]2[C@@H:21]3[C@H:26]([CH2:27][CH2:28][C:19]=2[CH:18]=1)[NH:25][CH2:24][CH2:23][CH2:22]3)=[O:16]. No catalyst specified. The product is [CH3:13][O:14][C:15]([C:17]1[CH:30]=[CH:29][C:20]2[C@@H:21]3[C@H:26]([CH2:27][CH2:28][C:19]=2[CH:18]=1)[N:25]([C:10]([C:8]1[CH:7]=[CH:6][C:5]2[NH:1][CH:2]=[N:3][C:4]=2[CH:9]=1)=[O:12])[CH2:24][CH2:23][CH2:22]3)=[O:16]. The yield is 0.920. (6) The reactants are [Cl:1][C:2]1[CH:3]=[C:4]([C:8]2[N:13]=[C:12]3[CH2:14][CH2:15][CH2:16][C:11]3=[C:10]([CH:17]([OH:30])[C:18]3[CH:23]=[CH:22][C:21]([CH2:24][C:25](OCC)=[O:26])=[CH:20][CH:19]=3)[CH:9]=2)[CH:5]=[CH:6][CH:7]=1.[NH3:31]. The catalyst is CO. The product is [ClH:1].[Cl:1][C:2]1[CH:3]=[C:4]([C:8]2[N:13]=[C:12]3[CH2:14][CH2:15][CH2:16][C:11]3=[C:10]([CH:17]([OH:30])[C:18]3[CH:19]=[CH:20][C:21]([CH2:24][C:25]([NH2:31])=[O:26])=[CH:22][CH:23]=3)[CH:9]=2)[CH:5]=[CH:6][CH:7]=1. The yield is 0.550. (7) The reactants are [Na].[CH3:2][OH:3].[CH3:4][C:5]1[N:6]=[C:7]([C:23]2[CH:28]=[CH:27][C:26]([CH3:29])=[CH:25][CH:24]=2)[S:8][C:9]=1[CH2:10][O:11][C:12]1[CH:21]=[C:20]2[C:15]([CH:16]=[CH:17][C:18](=[O:22])[O:19]2)=[CH:14][CH:13]=1.Cl. The catalyst is O. The product is [OH:3][C:2]1[CH:21]=[C:12]([O:11][CH2:10][C:9]2[S:8][C:7]([C:23]3[CH:24]=[CH:25][C:26]([CH3:29])=[CH:27][CH:28]=3)=[N:6][C:5]=2[CH3:4])[CH:13]=[CH:14][C:15]=1/[CH:16]=[CH:17]/[C:18]([O:19][CH3:20])=[O:22]. The yield is 0.980.